Dataset: Full USPTO retrosynthesis dataset with 1.9M reactions from patents (1976-2016). Task: Predict the reactants needed to synthesize the given product. (1) Given the product [CH2:2]([C:1]1[S:12][C:11]([NH2:13])=[N:10][N:8]=1)[CH2:3][CH2:4][CH2:5][C:6]1[S:12][C:11]([NH2:13])=[N:10][N:7]=1, predict the reactants needed to synthesize it. The reactants are: [C:1](#[N:8])[CH2:2][CH2:3][CH2:4][CH2:5][C:6]#[N:7].N[NH:10][C:11]([NH2:13])=[S:12].O.[OH-].[Na+]. (2) Given the product [Cl:16][C:17]1[C:18]([CH3:32])=[CH:19][C:20]([O:31][C:2]2[C:11]3[C:6](=[CH:7][C:8]([O:14][CH3:15])=[C:9]([O:12][CH3:13])[CH:10]=3)[N:5]=[CH:4][CH:3]=2)=[C:21]([C:22]([C:24]2[CH:29]=[CH:28][CH:27]=[CH:26][CH:25]=2)=[O:23])[CH:30]=1, predict the reactants needed to synthesize it. The reactants are: Cl[C:2]1[C:11]2[C:6](=[CH:7][C:8]([O:14][CH3:15])=[C:9]([O:12][CH3:13])[CH:10]=2)[N:5]=[CH:4][CH:3]=1.[Cl:16][C:17]1[C:18]([CH3:32])=[CH:19][C:20]([OH:31])=[C:21]([CH:30]=1)[C:22]([C:24]1[CH:29]=[CH:28][CH:27]=[CH:26][CH:25]=1)=[O:23]. (3) Given the product [Br:1][C:2]1[CH:9]=[CH:8][C:5]([C:6]#[N:7])=[C:4]([O:10][CH3:11])[CH:3]=1, predict the reactants needed to synthesize it. The reactants are: [Br:1][C:2]1[CH:9]=[CH:8][C:5]([C:6]#[N:7])=[C:4]([OH:10])[CH:3]=1.[C:11](=O)([O-])[O-].[K+].[K+]. (4) Given the product [NH2:11][C:12]1([C:17]([NH:51][C:52]2[CH:53]=[CH:54][C:55](/[CH:58]=[CH:59]/[C:60]([O:62][CH2:63][CH3:64])=[O:61])=[CH:56][CH:57]=2)=[O:19])[CH2:13][CH2:14][CH2:15][CH2:16]1, predict the reactants needed to synthesize it. The reactants are: C(OC([NH:11][C:12]1([C:17]([OH:19])=O)[CH2:16][CH2:15][CH2:14][CH2:13]1)=O)C1C=CC=CC=1.CN(C(ON1N=NC2C=CC=NC1=2)=[N+](C)C)C.F[P-](F)(F)(F)(F)F.C(N(CC)CC)C.[NH2:51][C:52]1[CH:57]=[CH:56][C:55](/[CH:58]=[CH:59]/[C:60]([O:62][CH2:63][CH3:64])=[O:61])=[CH:54][CH:53]=1.OS(C(F)(F)F)(=O)=O.C([O-])(O)=O.[Na+]. (5) Given the product [Br:1][C:2]1[CH2:6][CH:5]([C:7]([NH2:12])=[O:9])[O:4][N:3]=1, predict the reactants needed to synthesize it. The reactants are: [Br:1][C:2]1[CH2:6][CH:5]([C:7]([O:9]CC)=O)[O:4][N:3]=1.[NH3:12].